Dataset: Forward reaction prediction with 1.9M reactions from USPTO patents (1976-2016). Task: Predict the product of the given reaction. (1) The product is: [Br:17][C:18]1[CH:23]=[CH:22][C:21]([C:24]2[N:1]([CH2:4][C@@H:5]3[CH2:9][CH2:8][N:7]([C:10]([O:12][C:13]([CH3:16])([CH3:15])[CH3:14])=[O:11])[CH2:6]3)[N:2]=[N:3][CH:25]=2)=[CH:20][CH:19]=1. Given the reactants [N:1]([CH2:4][C@@H:5]1[CH2:9][CH2:8][N:7]([C:10]([O:12][C:13]([CH3:16])([CH3:15])[CH3:14])=[O:11])[CH2:6]1)=[N+:2]=[N-:3].[Br:17][C:18]1[CH:23]=[CH:22][C:21]([C:24]#[CH:25])=[CH:20][CH:19]=1, predict the reaction product. (2) Given the reactants C(C1(COC2C(C3CC3)=CC(C(OC(C)(C)C)=O)=C(F)C=2)C2CC3CC(CC1C3)C2)#N.[CH:32]1([C:35]2[C:36]([O:49][CH2:50][C:51]3([CH:57]([F:59])[F:58])[CH2:56][CH2:55][CH2:54][CH2:53][CH2:52]3)=[CH:37][C:38]([F:48])=[C:39]([CH:47]=2)[C:40]([O:42]C(C)(C)C)=[O:41])[CH2:34][CH2:33]1, predict the reaction product. The product is: [CH:32]1([C:35]2[C:36]([O:49][CH2:50][C:51]3([CH:57]([F:59])[F:58])[CH2:56][CH2:55][CH2:54][CH2:53][CH2:52]3)=[CH:37][C:38]([F:48])=[C:39]([CH:47]=2)[C:40]([OH:42])=[O:41])[CH2:34][CH2:33]1. (3) Given the reactants [Br:1][C:2]1[CH:3]=[C:4]([CH:6]=[C:7]([Br:12])[C:8]=1[O:9][CH2:10][CH3:11])[NH2:5].[CH2:13](N(CC)CC)C.ClC1C=C(N[C:30]([C:32]2[CH:40]=[CH:39][C:35]([C:36]([OH:38])=[O:37])=[CH:34][CH:33]=2)=[O:31])C=C(Cl)C=1O, predict the reaction product. The product is: [Br:1][C:2]1[CH:3]=[C:4]([NH:5][C:30]([C:32]2[CH:40]=[CH:39][C:35]([C:36]([O:38][CH3:13])=[O:37])=[CH:34][CH:33]=2)=[O:31])[CH:6]=[C:7]([Br:12])[C:8]=1[O:9][CH2:10][CH3:11]. (4) Given the reactants [C:1]([O:5][C:6]([N:8]1[CH2:13][CH2:12][N:11]([C:14]2[C:19]([CH:20]=O)=[C:18]([NH2:22])[N:17]=[CH:16][N:15]=2)[CH2:10][CH2:9]1)=[O:7])([CH3:4])([CH3:3])[CH3:2].[CH2:23]([O:25][NH2:26])[CH3:24].Cl, predict the reaction product. The product is: [C:1]([O:5][C:6]([N:8]1[CH2:13][CH2:12][N:11]([C:14]2[C:19]([CH:20]=[N:26][O:25][CH2:23][CH3:24])=[C:18]([NH2:22])[N:17]=[CH:16][N:15]=2)[CH2:10][CH2:9]1)=[O:7])([CH3:4])([CH3:3])[CH3:2]. (5) Given the reactants Br[C:2]1[N:7]=[C:6]([O:8][CH3:9])[C:5]([Cl:10])=[CH:4][CH:3]=1.CC1(C)C(C)(C)OB([C:19]2[CH2:24][CH2:23][N:22]([C:25]([O:27][C:28]([CH3:31])([CH3:30])[CH3:29])=[O:26])[CH2:21][CH:20]=2)O1.C(=O)([O-])[O-].[Na+].[Na+].[Cl-].[NH4+], predict the reaction product. The product is: [Cl:10][C:5]1[CH:4]=[CH:3][C:2]([C:19]2[CH2:24][CH2:23][N:22]([C:25]([O:27][C:28]([CH3:31])([CH3:30])[CH3:29])=[O:26])[CH2:21][CH:20]=2)=[N:7][C:6]=1[O:8][CH3:9]. (6) Given the reactants FC(F)(F)C(O)=O.[F:8][C:9]1[C:14]([F:15])=[CH:13][CH:12]=[CH:11][C:10]=1[C@H:16]1[CH2:22][NH:21][C:20](=[O:23])[C@H:19]([NH:24]C(=O)OC(C)(C)C)[CH2:18][CH2:17]1, predict the reaction product. The product is: [NH2:24][C@@H:19]1[CH2:18][CH2:17][C@@H:16]([C:10]2[CH:11]=[CH:12][CH:13]=[C:14]([F:15])[C:9]=2[F:8])[CH2:22][NH:21][C:20]1=[O:23].